The task is: Predict the reactants needed to synthesize the given product.. This data is from Full USPTO retrosynthesis dataset with 1.9M reactions from patents (1976-2016). (1) The reactants are: [F:1][C:2]1[CH:3]=[C:4]([N:21]2[CH2:25][C@H:24]([CH2:26][OH:27])[O:23][C:22]2=[O:28])[CH:5]=[CH:6][C:7]=1[N:8]1[CH2:12][CH2:11][C@@H:10]([NH:13][C:14]([O:16][C:17]([CH3:20])([CH3:19])[CH3:18])=[O:15])[CH2:9]1.O[C:30]1[CH:34]=[CH:33][O:32][N:31]=1.N(C(N1CCCCC1)=O)=NC(N1CCCCC1)=O.C(P(CCCC)CCCC)CCC. Given the product [C:17]([O:16][C:14]([NH:13][C@@H:10]1[CH2:11][CH2:12][N:8]([C:7]2[CH:6]=[CH:5][C:4]([N:21]3[CH2:25][C@H:24]([CH2:26][O:27][C:30]4[CH:34]=[CH:33][O:32][N:31]=4)[O:23][C:22]3=[O:28])=[CH:3][C:2]=2[F:1])[CH2:9]1)=[O:15])([CH3:18])([CH3:19])[CH3:20], predict the reactants needed to synthesize it. (2) The reactants are: Cl[C:2]1[CH:7]=[N:6][CH:5]=[C:4]([N:8]2[CH2:12][CH2:11][CH2:10][C@H:9]2[C:13]2[CH:18]=[CH:17][C:16]([CH3:19])=[CH:15][CH:14]=2)[N:3]=1.[NH2:20][C:21]1[S:22][C:23]([C:26]#[N:27])=[CH:24][N:25]=1.CC(C1C=C(C(C)C)C(C2C=CC=CC=2P(C2CCCCC2)C2CCCCC2)=C(C(C)C)C=1)C.P([O-])([O-])([O-])=O.[K+].[K+].[K+]. Given the product [CH3:19][C:16]1[CH:17]=[CH:18][C:13]([C@@H:9]2[CH2:10][CH2:11][CH2:12][N:8]2[C:4]2[N:3]=[C:2]([NH:20][C:21]3[S:22][C:23]([C:26]#[N:27])=[CH:24][N:25]=3)[CH:7]=[N:6][CH:5]=2)=[CH:14][CH:15]=1, predict the reactants needed to synthesize it.